Task: Predict the reactants needed to synthesize the given product.. Dataset: Full USPTO retrosynthesis dataset with 1.9M reactions from patents (1976-2016) (1) Given the product [CH3:31][O:32][C:2]1[C:11]2[C:6](=[CH:7][CH:8]=[CH:9][CH:10]=2)[N:5]=[C:4]([CH:12]([N:14]2[CH2:19][CH2:18][N:17]([S:20]([C:23]3[CH:28]=[CH:27][C:26]([O:29][CH3:30])=[CH:25][CH:24]=3)(=[O:22])=[O:21])[CH2:16][CH2:15]2)[CH3:13])[N:3]=1, predict the reactants needed to synthesize it. The reactants are: Cl[C:2]1[C:11]2[C:6](=[CH:7][CH:8]=[CH:9][CH:10]=2)[N:5]=[C:4]([CH:12]([N:14]2[CH2:19][CH2:18][N:17]([S:20]([C:23]3[CH:28]=[CH:27][C:26]([O:29][CH3:30])=[CH:25][CH:24]=3)(=[O:22])=[O:21])[CH2:16][CH2:15]2)[CH3:13])[N:3]=1.[CH3:31][OH:32]. (2) The reactants are: [NH:1]1[C:9]2[C:4](=[CH:5][CH:6]=[CH:7][CH:8]=2)[C:3](/[CH:10]=[C:11]2\[O:12][C:13]3[CH:20]=[C:19]([OH:21])[CH:18]=[CH:17][C:14]=3[C:15]\2=[O:16])=[CH:2]1.[CH3:22][N:23]([CH3:29])[CH2:24][CH2:25][CH2:26][NH:27][CH3:28].[CH2:30]=O. Given the product [NH:1]1[C:9]2[C:4](=[CH:5][CH:6]=[CH:7][CH:8]=2)[C:3](/[CH:10]=[C:11]2\[O:12][C:13]3[C:20]([CH2:22][N:23]([CH2:24][CH2:25][CH2:26][N:27]([CH3:30])[CH3:28])[CH3:29])=[C:19]([OH:21])[CH:18]=[CH:17][C:14]=3[C:15]\2=[O:16])=[CH:2]1, predict the reactants needed to synthesize it. (3) The reactants are: [OH:1][C:2]1[CH:11]=[CH:10][C:5]([C:6]([O:8][CH3:9])=[O:7])=[CH:4][C:3]=1I.[C:13]([Cu])#[N:14]. Given the product [C:13]([C:3]1[CH:4]=[C:5]([CH:10]=[CH:11][C:2]=1[OH:1])[C:6]([O:8][CH3:9])=[O:7])#[N:14], predict the reactants needed to synthesize it. (4) The reactants are: [CH3:1][C:2]1([CH3:26])[C:6]([C:7]2[C:8](OS(C(F)(F)F)(=O)=O)=[CH:9][C:10]([F:17])=[C:11]([CH:16]=2)[C:12]([O:14][CH3:15])=[O:13])=[CH:5][CH2:4][CH2:3]1.[F:27][C:28]1[CH:33]=[CH:32][C:31]([O:34][CH3:35])=[CH:30][C:29]=1B(O)O.C(=O)([O-])[O-].[K+].[K+]. Given the product [CH3:26][C:2]1([CH3:1])[C:6]([C:7]2[CH:16]=[C:11]([C:12]([O:14][CH3:15])=[O:13])[C:10]([F:17])=[CH:9][C:8]=2[C:29]2[CH:30]=[C:31]([O:34][CH3:35])[CH:32]=[CH:33][C:28]=2[F:27])=[CH:5][CH2:4][CH2:3]1, predict the reactants needed to synthesize it. (5) Given the product [Br:1][C:2]1[CH:7]=[CH:6][C:5]([O:8][CH2:12][CH2:13][CH3:14])=[CH:4][C:3]=1[O:9][CH3:10], predict the reactants needed to synthesize it. The reactants are: [Br:1][C:2]1[CH:7]=[CH:6][C:5]([OH:8])=[CH:4][C:3]=1[O:9][CH3:10].Br[CH2:12][CH2:13][CH3:14].C([O-])([O-])=O.[K+].[K+]. (6) Given the product [ClH:1].[Cl:1][C:2]1[CH:19]=[CH:18][C:5]2[C:6]([CH:9]3[CH2:10][CH2:11][NH:12][CH2:13][CH2:14]3)=[N:7][O:8][C:4]=2[CH:3]=1, predict the reactants needed to synthesize it. The reactants are: [Cl:1][C:2]1[CH:19]=[CH:18][C:5]2[C:6]([CH:9]3[CH2:14][CH2:13][N:12](C(=O)C)[CH2:11][CH2:10]3)=[N:7][O:8][C:4]=2[CH:3]=1.Cl. (7) Given the product [F:32][C:18]1[C:19]([NH:21][C@@H:22]2[CH2:27][CH2:26][CH2:25][N:24]([C:28](=[O:31])[CH:29]=[CH2:30])[CH2:23]2)=[N:20][C:15]([NH:13][C:9]2[CH:10]=[C:11]3[C:6](=[CH:7][CH:8]=2)[CH2:5][N:4]([CH2:1][C:2]#[CH:3])[CH2:12]3)=[N:16][CH:17]=1, predict the reactants needed to synthesize it. The reactants are: [CH2:1]([N:4]1[CH2:12][C:11]2[C:6](=[CH:7][CH:8]=[C:9]([NH2:13])[CH:10]=2)[CH2:5]1)[C:2]#[CH:3].Cl[C:15]1[N:20]=[C:19]([NH:21][C@@H:22]2[CH2:27][CH2:26][CH2:25][N:24]([C:28](=[O:31])[CH:29]=[CH2:30])[CH2:23]2)[C:18]([F:32])=[CH:17][N:16]=1.CN(C1C(C2C(P(C3CCCCC3)C3CCCCC3)=CC=CC=2)=CC=CC=1)C.C([O-])([O-])=O.[Cs+].[Cs+]. (8) Given the product [Cl:8][C:9]1[CH:14]=[CH:13][N:12]=[CH:11][C:10]=1[CH:15]=[O:16].[CH3:20][C:18]([N:21]([C:25]1[CH:26]=[CH:27][C:28]([O:31][C:9]2[CH:14]=[CH:13][N:12]=[CH:11][C:10]=2[CH:15]=[O:16])=[CH:29][CH:30]=1)[C:22](=[O:23])[O-:24])([CH3:17])[CH3:19], predict the reactants needed to synthesize it. The reactants are: ClC1C=CN=CC=1.[Cl:8][C:9]1[CH:14]=[CH:13][N:12]=[CH:11][C:10]=1[CH:15]=[O:16].[CH3:17][C:18]([N:21]([C:25]1[CH:30]=[CH:29][C:28]([OH:31])=[CH:27][CH:26]=1)[C:22](=[O:24])[O-:23])([CH3:20])[CH3:19].C(=O)([O-])[O-].[K+].[K+].[Cl-].[NH4+]. (9) The reactants are: CCCCCC.C([Li])CCC.[CH2:12]1C[O:15][CH2:14][CH2:13]1.[CH2:17]([C@@H:24]1[CH2:28][O:27][C:26](=[O:29])[NH:25]1)[C:18]1[CH:23]=[CH:22][CH:21]=[CH:20][CH:19]=1.C(Cl)(=O)CC. Given the product [CH2:17]([C@@H:24]1[CH2:28][O:27][C:26](=[O:29])[N:25]1[C:14](=[O:15])[CH2:13][CH3:12])[C:18]1[CH:19]=[CH:20][CH:21]=[CH:22][CH:23]=1, predict the reactants needed to synthesize it. (10) Given the product [CH2:18]([N:15]1[C:16]2[CH:17]=[C:9]3[N:8]=[C:7]([C:3]4[C:2]([NH:1][C:29](=[O:30])[C:28]5[CH:32]=[C:33]([O:35][CH3:36])[CH:34]=[C:26]([O:25][CH3:24])[CH:27]=5)=[CH:6][NH:5][N:4]=4)[NH:23][C:10]3=[CH:11][C:12]=2[C:13]([CH3:22])([CH3:21])[C:14]1=[O:20])[CH3:19], predict the reactants needed to synthesize it. The reactants are: [NH2:1][C:2]1[C:3]([C:7]2[NH:23][C:10]3=[CH:11][C:12]4[C:13]([CH3:22])([CH3:21])[C:14](=[O:20])[N:15]([CH2:18][CH3:19])[C:16]=4[CH:17]=[C:9]3[N:8]=2)=[N:4][NH:5][CH:6]=1.[CH3:24][O:25][C:26]1[CH:27]=[C:28]([CH:32]=[C:33]([O:35][CH3:36])[CH:34]=1)[C:29](O)=[O:30].